Predict which catalyst facilitates the given reaction. From a dataset of Catalyst prediction with 721,799 reactions and 888 catalyst types from USPTO. Reactant: Br[C:2]1[CH:3]=[C:4]2[C:9]3=[C:10]([CH2:12][CH2:13][CH2:14][N:8]3[CH2:7][C@@H:6]3[CH2:15][N:16]([C:18]([O:20][C:21]([CH3:24])([CH3:23])[CH3:22])=[O:19])[CH2:17][C@H:5]23)[CH:11]=1.C(=[NH:38])(C1C=CC=CC=1)C1C=CC=CC=1.C1C=CC(P(C2C=CC3C(=CC=CC=3)C=2C2C3C(=CC=CC=3)C=CC=2P(C2C=CC=CC=2)C2C=CC=CC=2)C2C=CC=CC=2)=CC=1.CC(C)([O-])C.[Na+].CC([O-])=O.[Na+].Cl.NO. Product: [NH2:38][C:2]1[CH:3]=[C:4]2[C:9]3=[C:10]([CH2:12][CH2:13][CH2:14][N:8]3[CH2:7][C@@H:6]3[CH2:15][N:16]([C:18]([O:20][C:21]([CH3:24])([CH3:23])[CH3:22])=[O:19])[CH2:17][C@H:5]23)[CH:11]=1. The catalyst class is: 101.